From a dataset of Full USPTO retrosynthesis dataset with 1.9M reactions from patents (1976-2016). Predict the reactants needed to synthesize the given product. (1) Given the product [CH2:1]([O:3][C:4]([C:6]1[C:7](=[O:30])[N:8]([CH2:31][C:32]2[CH:37]=[CH:36][CH:35]=[CH:34][CH:33]=2)[C:9]2[C:14]([C:15]=1[N:16]1[CH2:21][CH2:20][N:19]([C:22]([C:24]3[S:25][CH:26]=[CH:27][CH:28]=3)=[O:23])[CH2:18][CH2:17]1)=[CH:13][C:12]([Cl:29])=[CH:11][N:10]=2)=[O:5])[CH3:2], predict the reactants needed to synthesize it. The reactants are: [CH2:1]([O:3][C:4]([C:6]1[C:7](=[O:30])[NH:8][C:9]2[C:14]([C:15]=1[N:16]1[CH2:21][CH2:20][N:19]([C:22]([C:24]3[S:25][CH:26]=[CH:27][CH:28]=3)=[O:23])[CH2:18][CH2:17]1)=[CH:13][C:12]([Cl:29])=[CH:11][N:10]=2)=[O:5])[CH3:2].[CH2:31](Br)[C:32]1[CH:37]=[CH:36][CH:35]=[CH:34][CH:33]=1. (2) Given the product [OH:16][C:3]1[CH:4]=[C:5]([C:8]([C:10]2[CH:11]=[CH:12][CH:13]=[CH:14][CH:15]=2)=[O:9])[CH:6]=[CH:7][C:2]=1[CH3:1], predict the reactants needed to synthesize it. The reactants are: [CH3:1][C:2]1[CH:7]=[CH:6][C:5]([C:8]([C:10]2[CH:15]=[CH:14][CH:13]=[CH:12][CH:11]=2)=[O:9])=[CH:4][C:3]=1[O:16]C.[Al+3].[Cl-].[Cl-].[Cl-]. (3) The reactants are: COC1C=C(OC)C=CC=1C[NH:6][C:7]1[N:12]=[N:11][CH:10]=[C:9]2[O:13][CH2:14][CH2:15][CH2:16][C:8]=12.[BrH:23].C(O)(=O)C. Given the product [BrH:23].[O:13]1[C:9]2=[CH:10][N:11]=[N:12][C:7]([NH2:6])=[C:8]2[CH2:16][CH2:15][CH2:14]1, predict the reactants needed to synthesize it. (4) Given the product [CH:1]1[CH:6]=[CH:5][C:4]([C:8]([OH:10])=[O:9])=[C:3]([C:11]2[C:12]3[CH:17]=[CH:16][C:15]([OH:18])=[CH:14][C:13]=3[O:19][C:20]3[C:21]=2[CH:22]=[CH:23][C:24]([CH:25]=3)=[O:26])[CH:2]=1, predict the reactants needed to synthesize it. The reactants are: [CH:1]1[C:6](N)=[CH:5][C:4]2[C:8]([O:10][C:11]3([C:21]4[CH:22]=[CH:23][C:24]([OH:26])=[CH:25][C:20]=4[O:19][C:13]4[CH:14]=[C:15]([OH:18])[CH:16]=[CH:17][C:12]3=4)[C:3]=2[CH:2]=1)=[O:9].C1([N+]#[C-])CCCCC1.C(=O)C.C(O)C.